This data is from Peptide-MHC class I binding affinity with 185,985 pairs from IEDB/IMGT. The task is: Regression. Given a peptide amino acid sequence and an MHC pseudo amino acid sequence, predict their binding affinity value. This is MHC class I binding data. (1) The peptide sequence is TFMDGTPEL. The MHC is HLA-A11:01 with pseudo-sequence HLA-A11:01. The binding affinity (normalized) is 0.0847. (2) The peptide sequence is KIFEYGFTF. The MHC is BoLA-D18.4 with pseudo-sequence BoLA-D18.4. The binding affinity (normalized) is 0.431. (3) The peptide sequence is SLYADSPSV. The MHC is HLA-A02:02 with pseudo-sequence HLA-A02:02. The binding affinity (normalized) is 0.773. (4) The peptide sequence is RYQDPQNYEL. The MHC is HLA-A24:02 with pseudo-sequence HLA-A24:02. The binding affinity (normalized) is 0.505. (5) The peptide sequence is GLICGLRQL. The MHC is HLA-B15:01 with pseudo-sequence HLA-B15:01. The binding affinity (normalized) is 0.196. (6) The peptide sequence is EIIPKIKAY. The MHC is HLA-A02:01 with pseudo-sequence HLA-A02:01. The binding affinity (normalized) is 0.0847. (7) The peptide sequence is FLAALFYTS. The MHC is HLA-A02:06 with pseudo-sequence HLA-A02:06. The binding affinity (normalized) is 0.594. (8) The peptide sequence is TMPELAWAV. The MHC is HLA-B07:02 with pseudo-sequence HLA-B07:02. The binding affinity (normalized) is 0.0847. (9) The peptide sequence is CRAPRKKGC. The MHC is HLA-A23:01 with pseudo-sequence HLA-A23:01. The binding affinity (normalized) is 0. (10) The MHC is HLA-A33:01 with pseudo-sequence HLA-A33:01. The binding affinity (normalized) is 0. The peptide sequence is LFCASDAKAY.